This data is from Catalyst prediction with 721,799 reactions and 888 catalyst types from USPTO. The task is: Predict which catalyst facilitates the given reaction. Reactant: [Cl:1][C:2]1[CH:7]=[CH:6][C:5](/[C:8](=[CH:11]/[C:12]2[NH:13][CH:14]=[CH:15][CH:16]=2)/[C:9]#[N:10])=[CH:4][CH:3]=1.C([O-])([O-])=O.[K+].[K+].[CH3:23][C:24]([CH3:28])=[CH:25][CH2:26]Br. Product: [Cl:1][C:2]1[CH:7]=[CH:6][C:5](/[C:8](=[CH:11]/[C:12]2[N:13]([CH2:26][CH:25]=[C:24]([CH3:28])[CH3:23])[CH:14]=[CH:15][CH:16]=2)/[C:9]#[N:10])=[CH:4][CH:3]=1. The catalyst class is: 21.